From a dataset of Full USPTO retrosynthesis dataset with 1.9M reactions from patents (1976-2016). Predict the reactants needed to synthesize the given product. (1) Given the product [CH2:1]([O:8][C:9]([N:11]1[CH2:15][C@@H:14]([S:16][CH3:17])[CH2:13][C@H:12]1[CH2:18][OH:19])=[O:10])[C:2]1[CH:7]=[CH:6][CH:5]=[CH:4][CH:3]=1, predict the reactants needed to synthesize it. The reactants are: [CH2:1]([O:8][C:9]([N:11]1[CH2:15][C@@H:14]([S:16][CH3:17])[CH2:13][C@H:12]1[CH2:18][O:19][Si](C(C)(C)C)(C)C)=[O:10])[C:2]1[CH:7]=[CH:6][CH:5]=[CH:4][CH:3]=1.[F-].C([N+](CCCC)(CCCC)CCCC)CCC.O1CCCC1. (2) Given the product [N:5]1[CH:6]=[CH:7][C:8]([CH2:11][NH:16][C:15]2[C:14](=[CH:20][CH:19]=[CH:18][CH:17]=2)[C:13]([O:22][CH3:23])=[O:21])=[CH:9][CH:10]=1, predict the reactants needed to synthesize it. The reactants are: C(O)(=O)C.[N:5]1[CH:10]=[CH:9][C:8]([CH:11]=O)=[CH:7][CH:6]=1.[C:13]([O:22][CH3:23])(=[O:21])[C:14]1[C:15](=[CH:17][CH:18]=[CH:19][CH:20]=1)[NH2:16].C([BH3-])#N.[Na+]. (3) Given the product [CH3:21][O:20][C:16]1[CH:17]=[C:18]2[C:13](=[CH:14][CH:15]=1)[NH:12][C:11]([C:8]1[CH:9]=[CH:10][C:2]([NH:1][C:24](=[O:25])[CH3:23])=[C:3]3[C:7]=1[C:6](=[O:22])[NH:5][CH2:4]3)=[CH:19]2, predict the reactants needed to synthesize it. The reactants are: [NH2:1][C:2]1[CH:10]=[CH:9][C:8]([C:11]2[NH:12][C:13]3[C:18]([CH:19]=2)=[CH:17][C:16]([O:20][CH3:21])=[CH:15][CH:14]=3)=[C:7]2[C:3]=1[CH2:4][NH:5][C:6]2=[O:22].[CH3:23][C:24](OC(C)=O)=[O:25]. (4) Given the product [NH:9]1[C:10]2[C:6](=[C:5]([CH2:4][NH2:3])[CH:13]=[CH:12][CH:11]=2)[CH:7]=[CH:8]1, predict the reactants needed to synthesize it. The reactants are: CO[N:3]=[CH:4][C:5]1[C:6]2[CH:7]=[CH:8][NH:9][C:10]=2[CH:11]=[CH:12][CH:13]=1.Cl. (5) Given the product [CH2:1]([C:4]1[S:35][C:7]2[N:8]=[C:9]([O:25][C:26]3[CH:27]=[CH:28][C:29]([CH:30]=[O:31])=[CH:33][CH:34]=3)[N:10]=[C:11]([N:12]3[CH2:17][CH2:16][N:15]4[C:18]([C:21]([F:23])([F:22])[F:24])=[N:19][N:20]=[C:14]4[CH2:13]3)[C:6]=2[CH:5]=1)[CH2:2][CH3:3], predict the reactants needed to synthesize it. The reactants are: [CH2:1]([C:4]1[S:35][C:7]2[N:8]=[C:9]([O:25][C:26]3[CH:34]=[CH:33][C:29]([C:30](O)=[O:31])=[CH:28][CH:27]=3)[N:10]=[C:11]([N:12]3[CH2:17][CH2:16][N:15]4[C:18]([C:21]([F:24])([F:23])[F:22])=[N:19][N:20]=[C:14]4[CH2:13]3)[C:6]=2[CH:5]=1)[CH2:2][CH3:3].[H-].[Al+3].[Li+].[H-].[H-].[H-].[OH-].[Na+].[O-]S([O-])(=O)=O.[Mg+2]. (6) Given the product [N:1]([C:2]1[CH:7]=[CH:6][CH:5]=[C:4]([CH3:8])[C:3]=1[CH2:9][O:10][C:11]1[CH:15]=[CH:14][N:13]([C:16]2[C:17]([O:23][CH3:24])=[N:18][C:19]([Cl:22])=[CH:20][CH:21]=2)[N:12]=1)=[C:26]=[O:28], predict the reactants needed to synthesize it. The reactants are: [NH2:1][C:2]1[CH:7]=[CH:6][CH:5]=[C:4]([CH3:8])[C:3]=1[CH2:9][O:10][C:11]1[CH:15]=[CH:14][N:13]([C:16]2[C:17]([O:23][CH3:24])=[N:18][C:19]([Cl:22])=[CH:20][CH:21]=2)[N:12]=1.Cl[C:26](Cl)([O:28]C(=O)OC(Cl)(Cl)Cl)Cl. (7) Given the product [C:1]([O:6][CH3:7])(=[O:5])[C:2]([CH3:4])=[CH2:3].[C:8]([O:13][CH2:14][C:15]1[CH:16]=[CH:17][CH:18]=[CH:19][CH:20]=1)(=[O:12])[C:9]([CH3:11])=[CH2:10].[C:21]([OH:26])(=[O:25])[C:22]([CH3:24])=[CH2:23], predict the reactants needed to synthesize it. The reactants are: [C:1]([O:6][CH3:7])(=[O:5])[C:2]([CH3:4])=[CH2:3].[C:8]([O:13][CH2:14][C:15]1[CH:20]=[CH:19][CH:18]=[CH:17][CH:16]=1)(=[O:12])[C:9]([CH3:11])=[CH2:10].[C:21]([OH:26])(=[O:25])[C:22]([CH3:24])=[CH2:23].N(C(C)(C)C(OC)=O)=NC(C)(C)C(OC)=O. (8) Given the product [CH2:18](/[N:25]=[CH:16]\[C:13]1[CH:14]=[CH:15][C:10]([C:4]2[CH:5]=[CH:6][C:7]([O:8][CH3:9])=[C:2]([Br:1])[CH:3]=2)=[CH:11][CH:12]=1)[C:19]1[CH:24]=[CH:23][CH:22]=[CH:21][CH:20]=1, predict the reactants needed to synthesize it. The reactants are: [Br:1][C:2]1[CH:3]=[C:4]([C:10]2[CH:15]=[CH:14][C:13]([CH:16]=O)=[CH:12][CH:11]=2)[CH:5]=[CH:6][C:7]=1[O:8][CH3:9].[CH2:18]([NH2:25])[C:19]1[CH:24]=[CH:23][CH:22]=[CH:21][CH:20]=1.[O-]S([O-])(=O)=O.[Mg+2].